This data is from Reaction yield outcomes from USPTO patents with 853,638 reactions. The task is: Predict the reaction yield, written as a fraction of the theoretical maximum amount of product (1.0 means a 100% yield; for example, 0.34 means a 34% yield). (1) The reactants are C(O)(=O)C.[CH:5]([NH2:7])=[NH:6].[F:8][C:9]1[CH:26]=[CH:25][C:12]([C:13]([NH:15][CH:16]([C:21](OC)=[O:22])[C:17](OC)=[O:18])=[O:14])=[CH:11][CH:10]=1.[Na]. The catalyst is C(O)C. The product is [OH:22][C:21]1[C:16]([NH:15][C:13](=[O:14])[C:12]2[CH:25]=[CH:26][C:9]([F:8])=[CH:10][CH:11]=2)=[C:17]([OH:18])[N:7]=[CH:5][N:6]=1. The yield is 0.640. (2) The reactants are [F:1][C:2]1[CH:7]=[CH:6][C:5]([C@H:8]([CH3:25])[CH2:9][NH:10][C:11]2[S:15][N:14]=[C:13]([CH2:16][C:17]3[CH:22]=[CH:21][CH:20]=[C:19]([O:23]C)[CH:18]=3)[N:12]=2)=[CH:4][CH:3]=1.B(Br)(Br)Br. The catalyst is C(Cl)Cl. The product is [F:1][C:2]1[CH:7]=[CH:6][C:5]([C@H:8]([CH3:25])[CH2:9][NH:10][C:11]2[S:15][N:14]=[C:13]([CH2:16][C:17]3[CH:18]=[C:19]([OH:23])[CH:20]=[CH:21][CH:22]=3)[N:12]=2)=[CH:4][CH:3]=1. The yield is 0.320. (3) The reactants are Cl.[NH2:2][C:3]1[CH:8]=[C:7]([C:9]([F:12])([F:11])[F:10])[CH:6]=[CH:5][C:4]=1[SH:13].[CH2:14](OC(OCC)OCC)C. The catalyst is S(=O)(=O)(O)O.C(O)C. The product is [F:12][C:9]([F:10])([F:11])[C:7]1[CH:6]=[CH:5][C:4]2[S:13][CH:14]=[N:2][C:3]=2[CH:8]=1. The yield is 0.860. (4) The reactants are [C:1]([O:5][C:6]([N:8]1[CH2:13][C:12](B2OC(C)(C)C(C)(C)O2)=[CH:11][CH2:10][CH2:9]1)=[O:7])([CH3:4])([CH3:3])[CH3:2].[NH2:23][C:24]1[CH:29]=[CH:28][C:27]([CH:30]2[CH2:35][CH2:34][N:33]([C:36](=[O:38])[CH3:37])[CH2:32][CH2:31]2)=[CH:26][C:25]=1Br.C([O-])([O-])=O.[Na+].[Na+]. The catalyst is C1(C)C=CC=CC=1.CCO.CCOC(C)=O.C1C=CC([P]([Pd]([P](C2C=CC=CC=2)(C2C=CC=CC=2)C2C=CC=CC=2)([P](C2C=CC=CC=2)(C2C=CC=CC=2)C2C=CC=CC=2)[P](C2C=CC=CC=2)(C2C=CC=CC=2)C2C=CC=CC=2)(C2C=CC=CC=2)C2C=CC=CC=2)=CC=1. The product is [C:1]([O:5][C:6]([N:8]1[CH2:13][C:12]([C:25]2[CH:26]=[C:27]([CH:30]3[CH2:35][CH2:34][N:33]([C:36](=[O:38])[CH3:37])[CH2:32][CH2:31]3)[CH:28]=[CH:29][C:24]=2[NH2:23])=[CH:11][CH2:10][CH2:9]1)=[O:7])([CH3:2])([CH3:3])[CH3:4]. The yield is 0.930. (5) The reactants are [NH2:1][C:2]1[CH:7]=[C:6]([S:8]([NH:11][C:12]2[CH:17]=[CH:16][CH:15]=[CH:14][CH:13]=2)(=[O:10])=[O:9])[CH:5]=[CH:4][C:3]=1[N:18]1[CH2:24][CH2:23][CH2:22][N:21]([C:25]([O:27][C:28]([CH3:31])([CH3:30])[CH3:29])=[O:26])[CH2:20][CH2:19]1.[CH3:32][S:33](Cl)(=[O:35])=[O:34].N1C=CC=CC=1. No catalyst specified. The product is [NH:11]([S:8]([C:6]1[CH:5]=[CH:4][C:3]([N:18]2[CH2:24][CH2:23][CH2:22][N:21]([C:25]([O:27][C:28]([CH3:31])([CH3:30])[CH3:29])=[O:26])[CH2:20][CH2:19]2)=[C:2]([NH:1][S:33]([CH3:32])(=[O:35])=[O:34])[CH:7]=1)(=[O:9])=[O:10])[C:12]1[CH:13]=[CH:14][CH:15]=[CH:16][CH:17]=1. The yield is 0.580.